From a dataset of Peptide-MHC class I binding affinity with 185,985 pairs from IEDB/IMGT. Regression. Given a peptide amino acid sequence and an MHC pseudo amino acid sequence, predict their binding affinity value. This is MHC class I binding data. The peptide sequence is IPQSLDSWWTPL. The MHC is H-2-Ld with pseudo-sequence H-2-Ld. The binding affinity (normalized) is 0.985.